Predict which catalyst facilitates the given reaction. From a dataset of Catalyst prediction with 721,799 reactions and 888 catalyst types from USPTO. (1) Reactant: [CH3:1][S:2][C:3]1[S:7][C:6]2=[N:8][C:9]([C:11]3[O:12][C:13]4[CH:19]=[CH:18][CH:17]=[C:16]([O:20][CH2:21][C@@H:22]5[CH2:26][CH2:25][CH2:24][N:23]5C(OC(C)(C)C)=O)[C:14]=4[N:15]=3)=[CH:10][N:5]2[N:4]=1.C(O)(C(F)(F)F)=O.[CH3:41][C:42]([O:45][C:46]([NH:48][C@@H:49]([C:56](O)=[O:57])[C:50]1[CH:55]=[CH:54][CH:53]=[CH:52][CH:51]=1)=[O:47])([CH3:44])[CH3:43].CN(C(ON1N=NC2C=CC=NC1=2)=[N+](C)C)C.F[P-](F)(F)(F)(F)F.CCN(C(C)C)C(C)C. Product: [CH3:1][S:2][C:3]1[S:7][C:6]2=[N:8][C:9]([C:11]3[O:12][C:13]4[CH:19]=[CH:18][CH:17]=[C:16]([O:20][CH2:21][C@@H:22]5[CH2:26][CH2:25][CH2:24][N:23]5[C:56](=[O:57])[C@H:49]([NH:48][C:46](=[O:47])[O:45][C:42]([CH3:41])([CH3:44])[CH3:43])[C:50]5[CH:55]=[CH:54][CH:53]=[CH:52][CH:51]=5)[C:14]=4[N:15]=3)=[CH:10][N:5]2[N:4]=1. The catalyst class is: 2. (2) Reactant: [C:1]([NH:9][C:10]1[S:11][CH2:12][C@@H:13]2[CH2:18][N:17]([C:19]([O:21][CH2:22][C:23]3[CH:28]=[CH:27][CH:26]=[CH:25][CH:24]=3)=[O:20])[CH2:16][C@:14]2([C:29]2[S:30][CH:31]=[CH:32][CH:33]=2)[N:15]=1)(=[O:8])[C:2]1[CH:7]=[CH:6][CH:5]=[CH:4][CH:3]=1.[Br:34]N1C(=O)CCC1=O. Product: [C:1]([NH:9][C:10]1[S:11][CH2:12][C@@H:13]2[CH2:18][N:17]([C:19]([O:21][CH2:22][C:23]3[CH:24]=[CH:25][CH:26]=[CH:27][CH:28]=3)=[O:20])[CH2:16][C@:14]2([C:29]2[S:30][C:31]([Br:34])=[CH:32][CH:33]=2)[N:15]=1)(=[O:8])[C:2]1[CH:3]=[CH:4][CH:5]=[CH:6][CH:7]=1. The catalyst class is: 42. (3) Reactant: [CH2:1]([O:8][C:9]([NH:11][C@@H:12]([CH2:16][CH2:17][CH2:18][CH2:19][NH:20][S:21](=[O:31])(=[O:30])[NH:22][C:23]([O:25][C:26]([CH3:29])([CH3:28])[CH3:27])=[O:24])[C:13]([OH:15])=O)=[O:10])[C:2]1[CH:7]=[CH:6][CH:5]=[CH:4][CH:3]=1.[CH3:32][NH:33][C:34]1[S:35][CH:36]=[C:37]([C:39]2[CH:44]=[CH:43][CH:42]=[CH:41][CH:40]=2)[N:38]=1.C(N(CC)CC)C. Product: [CH3:32][N:33]([C:34]1[S:35][CH:36]=[C:37]([C:39]2[CH:40]=[CH:41][CH:42]=[CH:43][CH:44]=2)[N:38]=1)[C:13](=[O:15])[C@@H:12]([NH:11][C:9]([O:8][CH2:1][C:2]1[CH:3]=[CH:4][CH:5]=[CH:6][CH:7]=1)=[O:10])[CH2:16][CH2:17][CH2:18][CH2:19][NH:20][S:21](=[O:30])(=[O:31])[NH:22][C:23]([O:25][C:26]([CH3:27])([CH3:28])[CH3:29])=[O:24]. The catalyst class is: 4. (4) Product: [CH3:26][N:8]([C:6]1[CH:5]=[CH:4][N:3]=[C:2]([NH:34][C:32]2[CH:31]=[N:30][N:29]([CH3:28])[CH:33]=2)[N:7]=1)[CH:9]1[CH2:25][CH2:24][C:12]2([CH2:16][N:15]([C:17]([O:19][C:20]([CH3:23])([CH3:22])[CH3:21])=[O:18])[CH2:14][CH2:13]2)[CH2:11][CH2:10]1. The catalyst class is: 114. Reactant: Cl[C:2]1[N:7]=[C:6]([N:8]([CH3:26])[CH:9]2[CH2:25][CH2:24][C:12]3([CH2:16][N:15]([C:17]([O:19][C:20]([CH3:23])([CH3:22])[CH3:21])=[O:18])[CH2:14][CH2:13]3)[CH2:11][CH2:10]2)[CH:5]=[CH:4][N:3]=1.Cl.[CH3:28][N:29]1[CH:33]=[C:32]([NH2:34])[CH:31]=[N:30]1.CCN(C(C)C)C(C)C. (5) Reactant: [C:1]([C:4]1[C:12]2[N:11]=[C:10]([C:13]3[CH:18]=[CH:17][C:16]([CH:19]4[CH2:23][CH2:22][CH2:21][N:20]4C(OC(C)(C)C)=O)=[CH:15][CH:14]=3)[NH:9][C:8]=2[CH:7]=[C:6]([Cl:31])[CH:5]=1)(=[O:3])[NH2:2].C(O)(C(F)(F)F)=O. Product: [Cl:31][C:6]1[CH:5]=[C:4]([C:1]([NH2:2])=[O:3])[C:12]2[N:11]=[C:10]([C:13]3[CH:14]=[CH:15][C:16]([CH:19]4[CH2:23][CH2:22][CH2:21][NH:20]4)=[CH:17][CH:18]=3)[NH:9][C:8]=2[CH:7]=1. The catalyst class is: 4. (6) Reactant: [OH:1][C:2]1[CH:7]=[CH:6][C:5](/[CH:8]=[CH:9]/[C:10]([O:12][CH3:13])=[O:11])=[CH:4][C:3]=1[O:14][CH3:15].[Cl:16][CH2:17][CH2:18][CH2:19][CH2:20][CH2:21][CH2:22][CH2:23][CH2:24]O.C1(P(C2C=CC=CC=2)C2C=CC=CC=2)C=CC=CC=1.C(OC(N=NC(OCC)=O)=O)C. Product: [Cl:16][CH2:17][CH2:18][CH2:19][CH2:20][CH2:21][CH2:22][CH2:23][CH2:24][O:1][C:2]1[CH:7]=[CH:6][C:5](/[CH:8]=[CH:9]/[C:10]([O:12][CH3:13])=[O:11])=[CH:4][C:3]=1[O:14][CH3:15]. The catalyst class is: 207. (7) Reactant: CO.[C:3]1([NH:9][C:10]2[O:11][C:12]3[CH:18]=[C:17]([CH2:19][C:20]([O:22]C)=[O:21])[CH:16]=[CH:15][C:13]=3[N:14]=2)[CH:8]=[CH:7][CH:6]=[CH:5][CH:4]=1.[OH-].[Na+]. Product: [C:3]1([NH:9][C:10]2[O:11][C:12]3[CH:18]=[C:17]([CH2:19][C:20]([OH:22])=[O:21])[CH:16]=[CH:15][C:13]=3[N:14]=2)[CH:4]=[CH:5][CH:6]=[CH:7][CH:8]=1. The catalyst class is: 7. (8) Reactant: [F:1][C:2]1[CH:3]=[C:4]([CH:7]=[C:8]([O:11][CH3:12])[C:9]=1[OH:10])[CH:5]=[O:6].C(=O)([O-])[O-].[K+].[K+].Br[CH2:20][CH2:21][C:22]([F:25])([F:24])[F:23]. Product: [F:1][C:2]1[CH:3]=[C:4]([CH:7]=[C:8]([O:11][CH3:12])[C:9]=1[O:10][CH2:20][CH2:21][C:22]([F:25])([F:24])[F:23])[CH:5]=[O:6]. The catalyst class is: 3. (9) Reactant: C[O:2][C:3](=[O:32])[C:4]1[CH:9]=[CH:8][C:7]([C:10]2[CH:31]=[CH:30][C:13]3[S:14][C:15]([CH2:17][CH:18]4[CH2:22][CH2:21][N:20]([CH:23]5[CH2:28][CH2:27][CH2:26][CH2:25][CH2:24]5)[C:19]4=[O:29])=[CH:16][C:12]=3[CH:11]=2)=[CH:6][CH:5]=1.O[Li].O.O1CCOCC1.Cl. Product: [CH:23]1([N:20]2[CH2:21][CH2:22][CH:18]([CH2:17][C:15]3[S:14][C:13]4[CH:30]=[CH:31][C:10]([C:7]5[CH:8]=[CH:9][C:4]([C:3]([OH:32])=[O:2])=[CH:5][CH:6]=5)=[CH:11][C:12]=4[CH:16]=3)[C:19]2=[O:29])[CH2:24][CH2:25][CH2:26][CH2:27][CH2:28]1. The catalyst class is: 6. (10) Reactant: [CH2:1]([N:8]1[C:17](=[O:18])[C:16]2[C:11](=[CH:12][C:13]([Cl:19])=[CH:14][CH:15]=2)[N:10]=[C:9]1[CH:20]([N:24]([CH2:34][CH:35]([F:38])[CH2:36][OH:37])[C:25](=[O:33])[C:26]1[CH:31]=[CH:30][C:29]([CH3:32])=[CH:28][CH:27]=1)[CH:21]([CH3:23])[CH3:22])[C:2]1[CH:7]=[CH:6][CH:5]=[CH:4][CH:3]=1.C(N(CC)CC)C.[CH3:46][S:47](Cl)(=[O:49])=[O:48]. Product: [CH3:46][S:47]([O:37][CH2:36][CH:35]([F:38])[CH2:34][N:24]([CH:20]([C:9]1[N:8]([CH2:1][C:2]2[CH:7]=[CH:6][CH:5]=[CH:4][CH:3]=2)[C:17](=[O:18])[C:16]2[C:11](=[CH:12][C:13]([Cl:19])=[CH:14][CH:15]=2)[N:10]=1)[CH:21]([CH3:23])[CH3:22])[C:25](=[O:33])[C:26]1[CH:31]=[CH:30][C:29]([CH3:32])=[CH:28][CH:27]=1)(=[O:49])=[O:48]. The catalyst class is: 448.